Task: Predict the reaction yield, written as a fraction of the theoretical maximum amount of product (1.0 means a 100% yield; for example, 0.34 means a 34% yield).. Dataset: Reaction yield outcomes from USPTO patents with 853,638 reactions (1) The catalyst is COCCO. The product is [CH3:18][O:19][CH2:20][CH2:21][O:22][C@@H:6]1[C@H:7]([OH:12])[C@@H:8]([CH2:10][OH:11])[O:9][C@H:5]1[N:4]1[CH:3]=[C:2]([CH3:1])[C:16](=[O:17])[NH:15][C:14]1=[O:13]. The reactants are [CH3:1][C:2]1[C:16](=[O:17])[N:15]=[C:14]2[N:4]([C@@H:5]3[O:9][C@H:8]([CH2:10][OH:11])[C@@H:7]([OH:12])[C@@H:6]3[O:13]2)[CH:3]=1.[CH3:18][O:19][CH2:20][CH2:21][O:22]B([O:22][CH2:21][CH2:20][O:19][CH3:18])[O:22][CH2:21][CH2:20][O:19][CH3:18]. The yield is 0.630. (2) The reactants are [CH:1]([C:3]1[CH:4]=[C:5]([CH:9]([CH3:14])[C:10]([O:12][CH3:13])=[O:11])[CH:6]=[CH:7][CH:8]=1)=O.[O:15]=[C:16]1[CH2:20][CH2:19][S:18][CH2:17]1. No catalyst specified. The product is [O:15]=[C:16]1[CH2:20][CH2:19][S:18][C:17]1=[CH:1][C:3]1[CH:4]=[C:5]([CH:9]([CH3:14])[C:10]([O:12][CH3:13])=[O:11])[CH:6]=[CH:7][CH:8]=1. The yield is 0.120. (3) The reactants are [CH2:1]([O:3][C:4](=[O:25])[N:5]([C:14]1[CH:19]=[C:18](Cl)[N:17]=[C:16]([NH2:21])[C:15]=1[N+:22]([O-:24])=[O:23])[CH2:6][C:7]1[CH:8]=[N:9][C:10]([CH3:13])=[CH:11][CH:12]=1)[CH3:2].[O:26]1[CH2:31][CH2:30][CH:29]([CH2:32][OH:33])[CH2:28][CH2:27]1.[H-].[Na+]. The catalyst is O1CCCC1. The product is [CH2:1]([O:3][C:4](=[O:25])[N:5]([C:14]1[CH:19]=[C:18]([O:33][CH2:32][CH:29]2[CH2:30][CH2:31][O:26][CH2:27][CH2:28]2)[N:17]=[C:16]([NH2:21])[C:15]=1[N+:22]([O-:24])=[O:23])[CH2:6][C:7]1[CH:8]=[N:9][C:10]([CH3:13])=[CH:11][CH:12]=1)[CH3:2]. The yield is 0.860.